This data is from Peptide-MHC class I binding affinity with 185,985 pairs from IEDB/IMGT. The task is: Regression. Given a peptide amino acid sequence and an MHC pseudo amino acid sequence, predict their binding affinity value. This is MHC class I binding data. (1) The peptide sequence is IYKDKQWSI. The MHC is H-2-Kd with pseudo-sequence H-2-Kd. The binding affinity (normalized) is 0.226. (2) The peptide sequence is FLTGYLQL. The MHC is H-2-Kb with pseudo-sequence H-2-Kb. The binding affinity (normalized) is 0.219. (3) The peptide sequence is IYTTNDNNY. The MHC is HLA-B15:09 with pseudo-sequence HLA-B15:09. The binding affinity (normalized) is 0.0847. (4) The binding affinity (normalized) is 0.314. The MHC is HLA-B27:05 with pseudo-sequence HLA-B27:05. The peptide sequence is YRKQNMDDI. (5) The peptide sequence is YTVKPPNL. The MHC is H-2-Kb with pseudo-sequence H-2-Kb. The binding affinity (normalized) is 0.192. (6) The peptide sequence is CYSSVNDRLV. The MHC is HLA-A24:02 with pseudo-sequence HLA-A24:02. The binding affinity (normalized) is 0.350. (7) The peptide sequence is EFKRRLKDL. The MHC is HLA-A31:01 with pseudo-sequence HLA-A31:01. The binding affinity (normalized) is 0.0847.